This data is from Full USPTO retrosynthesis dataset with 1.9M reactions from patents (1976-2016). The task is: Predict the reactants needed to synthesize the given product. (1) Given the product [C:61]([O:65][C:66]([C:68]1[S:69][C:70]([CH2:73][CH2:74][CH2:75][CH2:76][CH2:77][CH2:78][CH2:79][CH2:80][CH2:81][CH2:82][CH2:83][CH2:84][C:85]([O:87][CH3:88])=[O:86])=[CH:71][CH:72]=1)=[O:67])([CH3:64])([CH3:63])[CH3:62], predict the reactants needed to synthesize it. The reactants are: COC(=O)CCCCCCCCCCC=O.[Br-].C(OC(C1SC(C[P+](C2C=CC=CC=2)(C2C=CC=CC=2)C2C=CC=CC=2)=CC=1)=O)(C)(C)C.C1CCN2C(=NCCC2)CC1.[C:61]([O:65][C:66]([C:68]1[S:69][C:70]([CH:73]=[CH:74][CH2:75][CH2:76][CH2:77][CH2:78][CH2:79][CH2:80][CH2:81][CH2:82][CH2:83][CH2:84][C:85]([O:87][CH3:88])=[O:86])=[CH:71][CH:72]=1)=[O:67])([CH3:64])([CH3:63])[CH3:62]. (2) Given the product [F:16][C:17]1[CH:22]=[C:21]([CH:20]=[CH:19][CH:18]=1)[O:1][CH2:2][CH:3]1[CH2:8][CH2:7][CH2:6][N:5]([C:9]([O:11][C:12]([CH3:15])([CH3:14])[CH3:13])=[O:10])[CH2:4]1, predict the reactants needed to synthesize it. The reactants are: [OH:1][CH2:2][CH:3]1[CH2:8][CH2:7][CH2:6][N:5]([C:9]([O:11][C:12]([CH3:15])([CH3:14])[CH3:13])=[O:10])[CH2:4]1.[F:16][C:17]1[CH:18]=[C:19](O)[CH:20]=[CH:21][CH:22]=1. (3) Given the product [NH2:1][CH:4]1[CH2:5][CH2:6][C:7]2([C:13]3[CH:14]=[CH:15][CH:16]=[CH:17][C:12]=3[C:11](=[O:18])[O:10]2)[CH2:8][CH2:9]1, predict the reactants needed to synthesize it. The reactants are: [N:1]([CH:4]1[CH2:9][CH2:8][C:7]2([C:13]3[CH:14]=[CH:15][CH:16]=[CH:17][C:12]=3[C:11](=[O:18])[O:10]2)[CH2:6][CH2:5]1)=[N+]=[N-]. (4) Given the product [CH3:1][O:2][C:3](=[O:18])[C:4]([O:7][C:8]1[CH:13]=[C:12]([O:14][CH3:15])[C:11]([O:16][CH2:27][CH2:26][CH2:25][C:24]2[N:20]([CH3:19])[N:21]=[C:22]([C:29]3[CH:34]=[CH:33][C:32]([O:35][C:36]([F:38])([F:39])[F:37])=[CH:31][CH:30]=3)[CH:23]=2)=[CH:10][C:9]=1[CH3:17])([CH3:6])[CH3:5], predict the reactants needed to synthesize it. The reactants are: [CH3:1][O:2][C:3](=[O:18])[C:4]([O:7][C:8]1[CH:13]=[C:12]([O:14][CH3:15])[C:11]([OH:16])=[CH:10][C:9]=1[CH3:17])([CH3:6])[CH3:5].[CH3:19][N:20]1[C:24]([CH2:25][CH2:26][CH2:27]O)=[CH:23][C:22]([C:29]2[CH:34]=[CH:33][C:32]([O:35][C:36]([F:39])([F:38])[F:37])=[CH:31][CH:30]=2)=[N:21]1.CN(C)C(N=NC(N(C)C)=O)=O.C(P(CCCC)CCCC)CCC. (5) Given the product [CH2:1]([O:3][C:4](=[O:31])[CH2:5][N:6]1[C:14]2[CH2:13][CH2:12][CH2:11][C@@H:10]([N:15]([S:17]([C:20]3[CH:25]=[C:24]([C:26]([F:27])([F:28])[F:29])[CH:23]=[C:22]([S:34][CH2:32][CH3:33])[CH:21]=3)(=[O:18])=[O:19])[CH3:16])[C:9]=2[CH:8]=[N:7]1)[CH3:2], predict the reactants needed to synthesize it. The reactants are: [CH2:1]([O:3][C:4](=[O:31])[CH2:5][N:6]1[C:14]2[CH2:13][CH2:12][CH2:11][C@@H:10]([N:15]([S:17]([C:20]3[CH:25]=[C:24]([C:26]([F:29])([F:28])[F:27])[CH:23]=[C:22](F)[CH:21]=3)(=[O:19])=[O:18])[CH3:16])[C:9]=2[CH:8]=[N:7]1)[CH3:2].[CH2:32]([SH:34])[CH3:33]. (6) Given the product [F:6][C:7]1[C:16]2[C:14]3[N:13]([C:18]([CH2:19][N:20]4[CH2:21][CH2:22][CH:23]([C:26]5[CH:31]=[CH:30][C:29]([F:32])=[CH:28][CH:27]=5)[CH2:24][CH2:25]4)=[N:17][CH:15]=2)[CH2:11][CH2:10][C:9]=3[NH:34][C:38](=[O:41])[CH:8]=1, predict the reactants needed to synthesize it. The reactants are: CS(O)(=O)=O.[F:6][C:7]1[CH:8]=[C:9]2[CH:14]3[CH:15]([N:17]=[C:18]([CH2:19][N:20]4[CH2:25][CH2:24][CH:23]([C:26]5[CH:31]=[CH:30][C:29]([F:32])=[CH:28][CH:27]=5)[CH2:22][CH2:21]4)[N:13]3C[CH2:11][C:10]2=O)[CH:16]=1.[N-:34]=[N+]=[N-].[Na+].[C:38](=[O:41])(O)[O-].[Na+]. (7) Given the product [OH:2][C:3]1[CH:4]=[CH:5][C:6]([C:9]2[N:14]=[C:13]3[N:15]([CH2:19][CH2:20][N:21]4[CH2:22][CH2:23][O:24][CH2:25][CH2:26]4)[C:16](=[O:18])[NH:17][C:12]3=[N:11][CH:10]=2)=[CH:7][CH:8]=1, predict the reactants needed to synthesize it. The reactants are: Cl.[OH:2][C:3]1[CH:8]=[CH:7][C:6]([C:9]2[N:14]=[C:13]3[N:15]([CH2:19][CH2:20][N:21]4[CH2:26][CH2:25][O:24][CH2:23][CH2:22]4)[C:16](=[O:18])[NH:17][C:12]3=[N:11][CH:10]=2)=[CH:5][CH:4]=1.BrC1N=C2N(CCN3CCOCC3)C(=O)NC2=NC=1.CNC(C1C=CC(B(O)O)=CC=1)=O.P([O-])([O-])([O-])=O.[K+].[K+].[K+].